Dataset: Peptide-MHC class I binding affinity with 185,985 pairs from IEDB/IMGT. Task: Regression. Given a peptide amino acid sequence and an MHC pseudo amino acid sequence, predict their binding affinity value. This is MHC class I binding data. (1) The peptide sequence is KTFFWFNEV. The MHC is HLA-A01:01 with pseudo-sequence HLA-A01:01. The binding affinity (normalized) is 0.135. (2) The peptide sequence is FLLPILSQIYT. The MHC is HLA-B58:01 with pseudo-sequence HLA-B58:01. The binding affinity (normalized) is 0.0847.